Dataset: Forward reaction prediction with 1.9M reactions from USPTO patents (1976-2016). Task: Predict the product of the given reaction. (1) Given the reactants [Br:1][C:2]1[CH:3]=[CH:4][C:5]([F:32])=[C:6]([C@:8]([NH:20][CH2:21][C:22]2[CH:27]=[CH:26][C:25]([O:28][CH3:29])=[CH:24][C:23]=2[O:30][CH3:31])([CH3:19])[CH2:9][S:10][C:11]([CH3:18])([CH3:17])[C:12]([O:14]CC)=[O:13])[CH:7]=1.[OH-].[Na+].Cl, predict the reaction product. The product is: [Br:1][C:2]1[CH:3]=[CH:4][C:5]([F:32])=[C:6]([C@:8]([NH:20][CH2:21][C:22]2[CH:27]=[CH:26][C:25]([O:28][CH3:29])=[CH:24][C:23]=2[O:30][CH3:31])([CH3:19])[CH2:9][S:10][C:11]([CH3:18])([CH3:17])[C:12]([OH:14])=[O:13])[CH:7]=1. (2) Given the reactants [I:1][C:2]1[C:10]2[C:5](=[CH:6][N:7]=[CH:8][CH:9]=2)[NH:4][N:3]=1.C(=O)([O-])[O-].[K+].[K+].Br[CH2:18][C:19]([O:21][C:22]([CH3:25])([CH3:24])[CH3:23])=[O:20], predict the reaction product. The product is: [I:1][C:2]1[C:10]2[C:5](=[CH:6][N:7]=[CH:8][CH:9]=2)[N:4]([CH2:18][C:19]([O:21][C:22]([CH3:25])([CH3:24])[CH3:23])=[O:20])[N:3]=1. (3) The product is: [CH:16]1([O:8][C:4]2[CH:5]=[CH:6][CH:7]=[C:2]([I:1])[CH:3]=2)[CH2:19][CH2:18][CH2:17]1. Given the reactants [I:1][C:2]1[CH:3]=[C:4]([OH:8])[CH:5]=[CH:6][CH:7]=1.C([O-])([O-])=O.[Cs+].[Cs+].Br[CH:16]1[CH2:19][CH2:18][CH2:17]1, predict the reaction product. (4) Given the reactants [Cl:1][C:2]1[CH:7]=[CH:6][C:5]([CH:8]([C:38]2[CH:43]=[CH:42][C:41]([Cl:44])=[CH:40][CH:39]=2)[C:9]2[CH:10]=[C:11]3[C:16](=[CH:17][CH:18]=2)[N:15]=[CH:14][N:13]=[C:12]3[NH:19][CH:20]2[CH2:25][CH2:24][N:23]([S:26]([C:29]3[S:33][C:32]([C:34]([O:36]C)=[O:35])=[CH:31][CH:30]=3)(=[O:28])=[O:27])[CH2:22][CH2:21]2)=[CH:4][CH:3]=1.[OH-].[Na+].Cl, predict the reaction product. The product is: [Cl:1][C:2]1[CH:3]=[CH:4][C:5]([CH:8]([C:38]2[CH:39]=[CH:40][C:41]([Cl:44])=[CH:42][CH:43]=2)[C:9]2[CH:10]=[C:11]3[C:16](=[CH:17][CH:18]=2)[N:15]=[CH:14][N:13]=[C:12]3[NH:19][CH:20]2[CH2:25][CH2:24][N:23]([S:26]([C:29]3[S:33][C:32]([C:34]([OH:36])=[O:35])=[CH:31][CH:30]=3)(=[O:28])=[O:27])[CH2:22][CH2:21]2)=[CH:6][CH:7]=1. (5) Given the reactants [Cl:1][C:2]1[NH:6][CH:5]=[C:4]([C:7]#[N:8])[C:3]=1[C:9]1[CH:14]=[CH:13][CH:12]=[CH:11][CH:10]=1.[OH-].[Na+].Br[CH2:18][CH2:19][NH:20][C:21](=[O:27])[O:22][C:23]([CH3:26])([CH3:25])[CH3:24], predict the reaction product. The product is: [C:23]([O:22][C:21](=[O:27])[NH:20][CH2:19][CH2:18][N:6]1[CH:5]=[C:4]([C:7]#[N:8])[C:3]([C:9]2[CH:10]=[CH:11][CH:12]=[CH:13][CH:14]=2)=[C:2]1[Cl:1])([CH3:26])([CH3:25])[CH3:24]. (6) Given the reactants Br[C:2]1[C:7]([CH3:8])=[CH:6][C:5]([Br:9])=[CH:4][N:3]=1.[NH:10]1[CH2:15][CH2:14][O:13][CH2:12][CH2:11]1, predict the reaction product. The product is: [Br:9][C:5]1[CH:6]=[C:7]([CH3:8])[C:2]([N:10]2[CH2:15][CH2:14][O:13][CH2:12][CH2:11]2)=[N:3][CH:4]=1.